This data is from Full USPTO retrosynthesis dataset with 1.9M reactions from patents (1976-2016). The task is: Predict the reactants needed to synthesize the given product. Given the product [CH:14]1([C:12]([C:6]2[CH:7]=[N:8][C:9]3[C:4]([C:5]=2[N:17]2[CH2:22][CH2:21][CH:20]([CH:23]([N:25]([CH3:27])[CH3:26])[CH3:24])[CH2:19][CH2:18]2)=[CH:3][C:2]([C:34]2[CH:33]=[CH:32][C:31]([OH:45])=[C:30]([O:29][CH3:28])[CH:35]=2)=[CH:11][CH:10]=3)=[O:13])[CH2:16][CH2:15]1, predict the reactants needed to synthesize it. The reactants are: Br[C:2]1[CH:3]=[C:4]2[C:9](=[CH:10][CH:11]=1)[N:8]=[CH:7][C:6]([C:12]([CH:14]1[CH2:16][CH2:15]1)=[O:13])=[C:5]2[N:17]1[CH2:22][CH2:21][CH:20]([CH:23]([N:25]([CH3:27])[CH3:26])[CH3:24])[CH2:19][CH2:18]1.[CH3:28][O:29][C:30]1[CH:35]=[C:34](B2OC(C)(C)C(C)(C)O2)[CH:33]=[CH:32][C:31]=1[OH:45].